Dataset: Full USPTO retrosynthesis dataset with 1.9M reactions from patents (1976-2016). Task: Predict the reactants needed to synthesize the given product. (1) Given the product [F:17][C:14]1[CH:15]=[CH:16][C:11]([C:6]2[NH:7][C:8]3[C:4]([C:5]=2[C:18](=[O:19])[NH:20][CH3:21])=[CH:3][C:2]([C:25]2[CH:26]=[C:27]([CH:31]=[CH:32][CH:33]=2)[C:28]([OH:30])=[O:29])=[CH:10][CH:9]=3)=[CH:12][CH:13]=1, predict the reactants needed to synthesize it. The reactants are: Br[C:2]1[CH:3]=[C:4]2[C:8](=[CH:9][CH:10]=1)[NH:7][C:6]([C:11]1[CH:16]=[CH:15][C:14]([F:17])=[CH:13][CH:12]=1)=[C:5]2[C:18]([NH:20][CH3:21])=[O:19].B([C:25]1[CH:26]=[C:27]([CH:31]=[CH:32][CH:33]=1)[C:28]([OH:30])=[O:29])(O)O.C([O-])([O-])=O.[Cs+].[Cs+].Cl. (2) Given the product [Cl:1][C:2]1[N:3]=[CH:4][C:5]2[S:10][CH:9]=[C:8]([C:11]([Cl:16])=[O:13])[C:6]=2[N:7]=1, predict the reactants needed to synthesize it. The reactants are: [Cl:1][C:2]1[N:3]=[CH:4][C:5]2[S:10][CH:9]=[C:8]([C:11]([OH:13])=O)[C:6]=2[N:7]=1.S(Cl)([Cl:16])=O. (3) The reactants are: Cl[CH2:2][C:3]([NH:5][C:6]1[C:19]2[C:18](=[O:20])[C:17]3[C:12](=[CH:13][CH:14]=[CH:15][C:16]=3[NH:21][C:22](=[O:25])[CH2:23]Cl)[C:11](=[O:26])[C:10]=2[CH:9]=[CH:8][CH:7]=1)=[O:4].[F:27][C:28]([F:38])([F:37])[C:29]1[CH:30]=[C:31]([CH:34]=[CH:35][CH:36]=1)[CH2:32][NH2:33]. Given the product [F:27][C:28]([F:37])([F:38])[C:29]1[CH:30]=[C:31]([CH:34]=[CH:35][CH:36]=1)[CH2:32][NH:33][CH2:2][C:3]([NH:5][C:6]1[C:19]2[C:18](=[O:20])[C:17]3[C:12](=[CH:13][CH:14]=[CH:15][C:16]=3[NH:21][C:22](=[O:25])[CH2:23][NH:33][CH2:32][C:31]3[CH:34]=[CH:35][CH:36]=[C:29]([C:28]([F:27])([F:37])[F:38])[CH:30]=3)[C:11](=[O:26])[C:10]=2[CH:9]=[CH:8][CH:7]=1)=[O:4], predict the reactants needed to synthesize it. (4) Given the product [O:20]=[C:19]([N:21]1[CH2:22][CH2:23][N:24]([C:27](=[O:38])[C:28]2[CH:33]=[CH:32][CH:31]=[CH:30][C:29]=2[C:34]([F:37])([F:35])[F:36])[CH2:25][CH2:26]1)[CH2:18][NH:17][C:73]([C:71]1[O:72][C:68]([C:64]2[CH:65]=[CH:66][CH:67]=[C:62]([C:61]([F:77])([F:60])[F:76])[CH:63]=2)=[CH:69][CH:70]=1)=[O:74], predict the reactants needed to synthesize it. The reactants are: CCN(C(C)C)C(C)C.OC(C(F)(F)F)=O.[NH2:17][CH2:18][C:19]([N:21]1[CH2:26][CH2:25][N:24]([C:27](=[O:38])[C:28]2[CH:33]=[CH:32][CH:31]=[CH:30][C:29]=2[C:34]([F:37])([F:36])[F:35])[CH2:23][CH2:22]1)=[O:20].C1C=CC2N(O)N=NC=2C=1.CCN=C=NCCCN(C)C.[F:60][C:61]([F:77])([F:76])[C:62]1[CH:63]=[C:64]([C:68]2[O:72][C:71]([C:73](O)=[O:74])=[CH:70][CH:69]=2)[CH:65]=[CH:66][CH:67]=1. (5) Given the product [Cl:1][C:2]1[C:3]([F:19])=[C:4]([O:8][C:9](=[O:18])[NH:10][CH2:11][C@@H:12]2[CH2:17][C@@H:16]3[C@@H:14]([CH2:15]3)[N:13]2[C:35](=[O:36])[NH:34][C:37]2[C:45]3[C:40](=[CH:41][CH:42]=[CH:43][CH:44]=3)[N:39]([C:46](=[O:47])[NH2:48])[CH:38]=2)[CH:5]=[CH:6][CH:7]=1, predict the reactants needed to synthesize it. The reactants are: [Cl:1][C:2]1[C:3]([F:19])=[C:4]([O:8][C:9](=[O:18])[NH:10][CH2:11][C@@H:12]2[CH2:17][C@@H:16]3[C@@H:14]([CH2:15]3)[NH:13]2)[CH:5]=[CH:6][CH:7]=1.FC(F)(F)C([O-])=O.CCN(CC)CC.[N:34]([C:37]1[C:45]2[C:40](=[CH:41][CH:42]=[CH:43][CH:44]=2)[N:39]([C:46]([NH2:48])=[O:47])[CH:38]=1)=[C:35]=[O:36]. (6) Given the product [CH2:1]([O:8][CH2:9][C@@H:10]1[O:48][C:54](=[O:55])[N:12]([CH2:13][C@@H:14]2[C@H:17]([NH:18][C:19](=[O:46])/[C:20](=[N:34]\[O:35][C:36]([CH3:45])([CH3:44])[C:37]([O:39][C:40]([CH3:43])([CH3:42])[CH3:41])=[O:38])/[C:21]3[N:22]=[C:23]([NH:26][C:27]([O:29][C:30]([CH3:33])([CH3:32])[CH3:31])=[O:28])[S:24][CH:25]=3)[C:16](=[O:47])[NH:15]2)[CH2:11]1)[C:2]1[CH:3]=[CH:4][CH:5]=[CH:6][CH:7]=1, predict the reactants needed to synthesize it. The reactants are: [CH2:1]([O:8][CH2:9][C@H:10]([OH:48])[CH2:11][NH:12][CH2:13][C@@H:14]1[C@H:17]([NH:18][C:19](=[O:46])/[C:20](=[N:34]\[O:35][C:36]([CH3:45])([CH3:44])[C:37]([O:39][C:40]([CH3:43])([CH3:42])[CH3:41])=[O:38])/[C:21]2[N:22]=[C:23]([NH:26][C:27]([O:29][C:30]([CH3:33])([CH3:32])[CH3:31])=[O:28])[S:24][CH:25]=2)[C:16](=[O:47])[NH:15]1)[C:2]1[CH:7]=[CH:6][CH:5]=[CH:4][CH:3]=1.C1N=CN([C:54](N2C=NC=C2)=[O:55])C=1. (7) Given the product [NH2:1][C:2]1[N:7]=[CH:6][C:5]([C:8]2[CH:9]=[C:10]([CH:14]=[CH:15][CH:16]=2)[C:11]([N:29]([CH2:28][CH2:27][N:26]([CH3:31])[CH3:25])[CH3:30])=[O:12])=[CH:4][C:3]=1[C:17]1[CH:22]=[CH:21][CH:20]=[C:19]([O:23][CH3:24])[CH:18]=1, predict the reactants needed to synthesize it. The reactants are: [NH2:1][C:2]1[N:7]=[CH:6][C:5]([C:8]2[CH:9]=[C:10]([CH:14]=[CH:15][CH:16]=2)[C:11](O)=[O:12])=[CH:4][C:3]=1[C:17]1[CH:22]=[CH:21][CH:20]=[C:19]([O:23][CH3:24])[CH:18]=1.[CH3:25][N:26]([CH3:31])[CH2:27][CH2:28][NH:29][CH3:30].C(N(CC)CC)C.ON1C2C=CC=CC=2N=N1.Cl.CN(C)CCCN=C=N. (8) Given the product [O:13]=[C:14]1[C@@H:22]2[C@@:17]([CH:25]=[CH2:26])([CH2:18][CH2:19][CH2:20][C@H:21]2[C:23]#[N:24])[CH2:16][CH2:15]1, predict the reactants needed to synthesize it. The reactants are: C12BC(CCC1)CCC2.CC1(C)CO[C:14]2([C@@H:22]3[C@@:17]([CH:25]=[CH2:26])([CH2:18][CH2:19][CH2:20][C@H:21]3[C:23]#[N:24])[CH2:16][CH2:15]2)[O:13]C1.BrC(C)=C.C(=O)([O-])[O-].[Cs+].[Cs+].C1([As](C2C=CC=CC=2)C2C=CC=CC=2)C=CC=CC=1. (9) Given the product [CH3:26][O:25][C:20]1[CH:21]=[CH:22][CH:23]=[CH:24][C:19]=1[C:5]1[C:4]2[C:8](=[N:51][CH:50]=[C:2]([CH:10]3[O:31][C:30]([CH3:33])([CH3:32])[C:29]([CH3:35])([CH3:34])[O:28]3)[CH:3]=2)[N:7]([CH2:11][O:12][C:13](=[O:18])[C:14]([CH3:17])([CH3:15])[CH3:16])[N:6]=1, predict the reactants needed to synthesize it. The reactants are: Br[C:2]1[CH:3]=[C:4]2[C:8](=C[CH:10]=1)[N:7]([CH2:11][O:12][C:13](=[O:18])[C:14]([CH3:17])([CH3:16])[CH3:15])[N:6]=[C:5]2[C:19]1[CH:24]=[CH:23][CH:22]=[CH:21][C:20]=1[O:25][CH3:26].B1(B2[O:31][C:30]([CH3:33])([CH3:32])[C:29]([CH3:35])([CH3:34])[O:28]2)[O:31][C:30]([CH3:33])([CH3:32])[C:29]([CH3:35])([CH3:34])[O:28]1.C([O-])(=O)C.[Na+].[CH3:50][N:51](C=O)C. (10) Given the product [C:21]([O:29][CH2:30][CH2:31][N:32]1[C:40]2[C:39]([NH:1][C:2]3[CH:19]=[CH:18][C:5]([O:6][C:7]4[CH:8]=[CH:9][C:10]([F:17])=[C:11]([CH:16]=4)[C:12]([O:14][CH3:15])=[O:13])=[C:4]([Cl:20])[CH:3]=3)=[N:38][CH:37]=[N:36][C:35]=2[CH:34]=[CH:33]1)(=[O:28])[C:22]1[CH:27]=[CH:26][CH:25]=[CH:24][CH:23]=1, predict the reactants needed to synthesize it. The reactants are: [NH2:1][C:2]1[CH:19]=[CH:18][C:5]([O:6][C:7]2[CH:8]=[CH:9][C:10]([F:17])=[C:11]([CH:16]=2)[C:12]([O:14][CH3:15])=[O:13])=[C:4]([Cl:20])[CH:3]=1.[C:21]([O:29][CH2:30][CH2:31][N:32]1[C:40]2[C:39](Cl)=[N:38][CH:37]=[N:36][C:35]=2[CH:34]=[CH:33]1)(=[O:28])[C:22]1[CH:27]=[CH:26][CH:25]=[CH:24][CH:23]=1.